Dataset: Forward reaction prediction with 1.9M reactions from USPTO patents (1976-2016). Task: Predict the product of the given reaction. (1) Given the reactants Cl.[CH3:2][O:3][C:4]1[N:5]=[C:6]2[C:11](=[CH:12][CH:13]=1)[N:10]=[CH:9][CH:8]=[C:7]2[CH2:14][CH2:15][N:16]1[CH2:21][CH2:20][O:19][CH:18]([CH2:22][NH2:23])[CH2:17]1.[O-]S([O-])(=O)=O.[Na+].[Na+].CCN(C(C)C)C(C)C.[O:40]=[C:41]1[CH2:46][S:45][C:44]2[CH:47]=[CH:48][C:49]([CH:51]=O)=[N:50][C:43]=2[NH:42]1.[BH4-].[Na+], predict the reaction product. The product is: [CH3:2][O:3][C:4]1[N:5]=[C:6]2[C:11](=[CH:12][CH:13]=1)[N:10]=[CH:9][CH:8]=[C:7]2[CH2:14][CH2:15][N:16]1[CH2:21][CH2:20][O:19][CH:18]([CH2:22][NH:23][CH2:51][C:49]2[CH:48]=[CH:47][C:44]3[S:45][CH2:46][C:41](=[O:40])[NH:42][C:43]=3[N:50]=2)[CH2:17]1. (2) Given the reactants [CH2:1]([O:3][C:4](=[O:24])[C:5]1[CH:10]=[CH:9][CH:8]=[C:7]([S:11][C:12]2[C:20]3[C:15](=[CH:16][C:17]([Cl:21])=[CH:18][CH:19]=3)[NH:14][C:13]=2[CH3:22])[C:6]=1[F:23])[CH3:2].Br[C:26]1[CH:27]=[N:28][CH:29]=[C:30]([CH3:32])[CH:31]=1, predict the reaction product. The product is: [CH2:1]([O:3][C:4](=[O:24])[C:5]1[CH:10]=[CH:9][CH:8]=[C:7]([S:11][C:12]2[C:20]3[C:15](=[CH:16][C:17]([Cl:21])=[CH:18][CH:19]=3)[N:14]([C:26]3[CH:27]=[N:28][CH:29]=[C:30]([CH3:32])[CH:31]=3)[C:13]=2[CH3:22])[C:6]=1[F:23])[CH3:2]. (3) Given the reactants [C:1]([C:3]1[CH:7]=[CH:6][S:5][C:4]=1[C:8]([OH:10])=O)#[N:2].C(Cl)Cl.C(Cl)(=O)C(Cl)=O.[F:20][C:21]([F:33])([F:32])[C:22]1[CH:23]=[CH:24][C:25]([C:28](=[N:30]O)[NH2:29])=[N:26][CH:27]=1, predict the reaction product. The product is: [C:1]([C:3]1[CH:7]=[CH:6][S:5][C:4]=1[C:8]1[O:10][N:30]=[C:28]([C:25]2[CH:24]=[CH:23][C:22]([C:21]([F:33])([F:20])[F:32])=[CH:27][N:26]=2)[N:29]=1)#[N:2]. (4) Given the reactants [Cl:1][C:2]1[CH:7]=[CH:6][CH:5]=[CH:4][C:3]=1[C:8]1[N:13]=[N:12][C:11]([NH:14][NH:15][C:16](=O)[CH2:17][C:18]2[CH:23]=[CH:22][CH:21]=[CH:20][CH:19]=2)=[CH:10][C:9]=1[C:25]1[CH:30]=[CH:29][C:28]([Cl:31])=[CH:27][CH:26]=1.[Cl-].[Cl-].C1(P(C2C=CC=CC=2)C2C=CC=CC=2)C=CC=CC=1.ClC1C=CC=CC=1C1C(C2C=CC(Cl)=CC=2)=CC2N(C(CC3CCCCC3)=NN=2)N=1, predict the reaction product. The product is: [CH2:17]([C:16]1[N:12]2[N:13]=[C:8]([C:3]3[CH:4]=[CH:5][CH:6]=[CH:7][C:2]=3[Cl:1])[C:9]([C:25]3[CH:30]=[CH:29][C:28]([Cl:31])=[CH:27][CH:26]=3)=[CH:10][C:11]2=[N:14][N:15]=1)[C:18]1[CH:23]=[CH:22][CH:21]=[CH:20][CH:19]=1. (5) Given the reactants [Cl:1][C:2]1[CH:7]=[CH:6][C:5]([C:8]2[CH:13]=[CH:12][CH:11]=[CH:10][C:9]=2[C@H:14]([OH:32])[CH:15]2[CH2:20][CH2:19][N:18]([C:21]3[CH:31]=[CH:30][C:24]([C:25]([O:27]CC)=[O:26])=[CH:23][CH:22]=3)[CH2:17][CH2:16]2)=[CH:4][CH:3]=1.O.CO, predict the reaction product. The product is: [Cl:1][C:2]1[CH:3]=[CH:4][C:5]([C:8]2[CH:13]=[CH:12][CH:11]=[CH:10][C:9]=2[C@H:14]([OH:32])[CH:15]2[CH2:20][CH2:19][N:18]([C:21]3[CH:22]=[CH:23][C:24]([C:25]([OH:27])=[O:26])=[CH:30][CH:31]=3)[CH2:17][CH2:16]2)=[CH:6][CH:7]=1.